Task: Predict the product of the given reaction.. Dataset: Forward reaction prediction with 1.9M reactions from USPTO patents (1976-2016) (1) Given the reactants [CH3:1][O-:2].[Na+].[CH2:4]([C:11]12[CH2:24][CH2:23][C:22](=[O:25])[CH:21]([CH3:26])[CH:12]1[CH2:13][CH2:14][C:15]1[CH:16]=[N:17][N:18]([CH3:20])[C:19]=12)[C:5]1[CH:10]=[CH:9][CH:8]=[CH:7][CH:6]=1, predict the reaction product. The product is: [CH2:4]([C:11]12[CH2:24]/[C:23](=[CH:1]/[OH:2])/[C:22](=[O:25])[CH:21]([CH3:26])[CH:12]1[CH2:13][CH2:14][C:15]1[CH:16]=[N:17][N:18]([CH3:20])[C:19]=12)[C:5]1[CH:10]=[CH:9][CH:8]=[CH:7][CH:6]=1. (2) Given the reactants C([O:3][C:4](=[O:34])[CH2:5][C:6]1[C:7]([CH3:33])=[C:8]([S:17][C:18]2[CH:23]=[CH:22][C:21]([S:24]([N:27]3[CH2:32][CH2:31][NH:30][CH2:29][CH2:28]3)(=[O:26])=[O:25])=[CH:20][CH:19]=2)[N:9]2[C:14]=1[CH:13]=[CH:12][C:11]([C:15]#[N:16])=[CH:10]2)C.[OH-].[Li+], predict the reaction product. The product is: [C:15]([C:11]1[CH:12]=[CH:13][C:14]2[N:9]([C:8]([S:17][C:18]3[CH:19]=[CH:20][C:21]([S:24]([N:27]4[CH2:32][CH2:31][NH:30][CH2:29][CH2:28]4)(=[O:25])=[O:26])=[CH:22][CH:23]=3)=[C:7]([CH3:33])[C:6]=2[CH2:5][C:4]([OH:34])=[O:3])[CH:10]=1)#[N:16]. (3) Given the reactants Cl.Cl[CH2:3][C:4]1[C:13]2[C:8](=[CH:9][C:10]([O:16][CH3:17])=[C:11]([O:14][CH3:15])[CH:12]=2)[N:7]=[CH:6][CH:5]=1.[NH:18]1[CH2:23][CH2:22][CH:21]([NH:24][C:25](=[O:31])[O:26][C:27]([CH3:30])([CH3:29])[CH3:28])[CH2:20][CH2:19]1.C(=O)([O-])[O-].[Cs+].[Cs+], predict the reaction product. The product is: [CH3:15][O:14][C:11]1[CH:12]=[C:13]2[C:8](=[CH:9][C:10]=1[O:16][CH3:17])[N:7]=[CH:6][CH:5]=[C:4]2[CH2:3][N:18]1[CH2:19][CH2:20][CH:21]([NH:24][C:25](=[O:31])[O:26][C:27]([CH3:29])([CH3:28])[CH3:30])[CH2:22][CH2:23]1. (4) Given the reactants [Br:1][C:2]1[CH:7]=[CH:6][C:5]([F:8])=[CH:4][C:3]=1[F:9].C([N-]C(C)C)(C)C.[Li+].CN(C)[CH:20]=[O:21], predict the reaction product. The product is: [Br:1][C:2]1[C:3]([F:9])=[C:4]([C:5]([F:8])=[CH:6][CH:7]=1)[CH:20]=[O:21]. (5) The product is: [NH2:27][C:25]1[N:26]=[C:22]([C:21]2[N:13]([CH2:12][C:5]3[C:4]4[C:9](=[CH:10][CH:11]=[C:2]([Cl:1])[CH:3]=4)[N:8]=[CH:7][CH:6]=3)[N:14]=[C:15]3[C:20]=2[C:19](=[O:36])[N:18]([CH3:37])[C:17](=[O:38])[N:16]3[CH2:39][CH:40]2[CH2:41][CH2:42]2)[N:23]([CH3:35])[CH:24]=1. Given the reactants [Cl:1][C:2]1[CH:3]=[C:4]2[C:9](=[CH:10][CH:11]=1)[N:8]=[CH:7][CH:6]=[C:5]2[CH2:12][N:13]1[C:21]([C:22]2[N:23]([CH3:35])[CH:24]=[C:25]([NH:27]C(=O)OC(C)(C)C)[N:26]=2)=[C:20]2[C:15]([N:16]([CH2:39][CH:40]3[CH2:42][CH2:41]3)[C:17](=[O:38])[N:18]([CH3:37])[C:19]2=[O:36])=[N:14]1.C(O)(C(F)(F)F)=O, predict the reaction product.